From a dataset of Peptide-MHC class I binding affinity with 185,985 pairs from IEDB/IMGT. Regression. Given a peptide amino acid sequence and an MHC pseudo amino acid sequence, predict their binding affinity value. This is MHC class I binding data. (1) The binding affinity (normalized) is 0.0940. The MHC is Mamu-B17 with pseudo-sequence Mamu-B17. The peptide sequence is PWLLGCAANW. (2) The peptide sequence is MAVTAAPYI. The MHC is HLA-A02:16 with pseudo-sequence HLA-A02:16. The binding affinity (normalized) is 0.0847.